This data is from Forward reaction prediction with 1.9M reactions from USPTO patents (1976-2016). The task is: Predict the product of the given reaction. (1) Given the reactants [C:1]([C:3]1[CH:4]=[C:5]([CH:9]=[CH:10][CH:11]=1)C(O)=O)#[N:2].[CH3:12][N:13]1[CH2:18][CH2:17]O[CH2:15][CH2:14]1.C(OC(Cl)=O)[CH:20]([CH3:22])C.[OH2:27].[NH2:28]N.O1[CH2:34][CH2:33]CC1, predict the reaction product. The product is: [C:3]1([C:1]2[C:15]3[CH:14]4[N:13]([C:18](=[O:27])[CH3:17])[CH:12]([CH2:22][C:20]=3[NH:28][N:2]=2)[CH2:34][CH2:33]4)[CH:11]=[CH:10][CH:9]=[CH:5][CH:4]=1. (2) Given the reactants [N+:1]([C:4]1[CH:5]=[C:6]([NH2:13])[C:7](=[CH:11][CH:12]=1)[C:8]([OH:10])=[O:9])([O-:3])=[O:2].[Si](C=[N+]=[N-])(C)(C)[CH3:15], predict the reaction product. The product is: [CH3:15][O:9][C:8](=[O:10])[C:7]1[C:6](=[CH:5][C:4]([N+:1]([O-:3])=[O:2])=[CH:12][CH:11]=1)[NH2:13]. (3) Given the reactants C(OC([N:8]1[CH2:30][CH2:29][C:11]2([O:16][C:15]([F:18])([F:17])[CH2:14][N:13]([C:19]([C:21]3[N:22]=[C:23]([CH:26]([CH3:28])[CH3:27])[S:24][CH:25]=3)=[O:20])[CH2:12]2)[CH2:10][CH2:9]1)=O)(C)(C)C.[F:31][C:32]([F:37])([F:36])[C:33]([OH:35])=[O:34].C1(C)C=CC=CC=1, predict the reaction product. The product is: [F:31][C:32]([F:37])([F:36])[C:33]([OH:35])=[O:34].[F:18][C:15]1([F:17])[CH2:14][N:13]([C:19]([C:21]2[N:22]=[C:23]([CH:26]([CH3:28])[CH3:27])[S:24][CH:25]=2)=[O:20])[CH2:12][C:11]2([CH2:29][CH2:30][NH:8][CH2:9][CH2:10]2)[O:16]1. (4) Given the reactants Cl[C:2]1[N:7]=[C:6]([C:8]2[N:12]3[CH:13]=[CH:14][CH:15]=[CH:16][C:11]3=[N:10][C:9]=2[C:17]2[CH:18]=[CH:19][C:20]([O:34][CH2:35][CH3:36])=[C:21]([CH:33]=2)[C:22]([NH:24][C:25]2[C:30]([F:31])=[CH:29][CH:28]=[CH:27][C:26]=2[F:32])=[O:23])[CH:5]=[CH:4][N:3]=1.[CH3:37][C:38]1[C:39]([N:47]2[CH2:52][CH2:51][N:50]([CH2:53][CH2:54][S:55]([CH3:58])(=[O:57])=[O:56])[CH2:49][CH2:48]2)=[CH:40][C:41]([O:45][CH3:46])=[C:42]([CH:44]=1)[NH2:43].C1(C)C=CC(S(O)(=O)=O)=CC=1.C[O-].[Na+], predict the reaction product. The product is: [F:32][C:26]1[CH:27]=[CH:28][CH:29]=[C:30]([F:31])[C:25]=1[NH:24][C:22](=[O:23])[C:21]1[CH:33]=[C:17]([C:9]2[N:10]=[C:11]3[CH:16]=[CH:15][CH:14]=[CH:13][N:12]3[C:8]=2[C:6]2[CH:5]=[CH:4][N:3]=[C:2]([NH:43][C:42]3[CH:44]=[C:38]([CH3:37])[C:39]([N:47]4[CH2:52][CH2:51][N:50]([CH2:53][CH2:54][S:55]([CH3:58])(=[O:57])=[O:56])[CH2:49][CH2:48]4)=[CH:40][C:41]=3[O:45][CH3:46])[N:7]=2)[CH:18]=[CH:19][C:20]=1[O:34][CH2:35][CH3:36]. (5) Given the reactants [O:1]=[C:2]1[CH2:7][CH2:6][N:5]([C:8]2[CH:13]=[CH:12][C:11]([N:14]3[CH2:18][C@H:17]([CH2:19][O:20][C:21]4[CH:25]=[CH:24][O:23][N:22]=4)[O:16][C:15]3=[O:26])=[CH:10][C:9]=2[F:27])[CH2:4][CH2:3]1.[BH4-].[Na+], predict the reaction product. The product is: [OH:1][CH:2]1[CH2:7][CH2:6][N:5]([C:8]2[CH:13]=[CH:12][C:11]([N:14]3[CH2:18][C@H:17]([CH2:19][O:20][C:21]4[CH:25]=[CH:24][O:23][N:22]=4)[O:16][C:15]3=[O:26])=[CH:10][C:9]=2[F:27])[CH2:4][CH2:3]1. (6) Given the reactants [NH2:1][C:2]1[CH:16]=[CH:15][C:5]([O:6][CH2:7][CH2:8][CH2:9][C:10]([O:12][CH2:13][CH3:14])=[O:11])=[CH:4][CH:3]=1.Cl.[C:18]1([O:24]C2C=CC=CC=2)C=C[CH:21]=[CH:20][CH:19]=1, predict the reaction product. The product is: [CH2:13]([O:12][C:10]([CH2:9][CH2:8][CH2:7][O:6][C:5]1[CH:4]=[C:3]2[C:2](=[CH:16][CH:15]=1)[N:1]=[C:20]([CH3:21])[CH:19]=[C:18]2[OH:24])=[O:11])[CH3:14]. (7) The product is: [Si:13]([O:12][CH2:11][CH2:10][CH2:9][O:8][C:7]1[CH:6]=[CH:5][C:4]([C:20]2[CH:25]=[CH:24][C:23]([C:26]([O:28][CH2:29][CH3:30])=[O:27])=[CH:22][CH:21]=2)=[CH:3][C:2]=1[C:37]1[CH:38]=[CH:39][C:34]([N:33]([CH2:45][CH3:46])[CH2:31][CH3:32])=[C:35]([CH2:43][CH3:44])[CH:36]=1)([C:16]([CH3:19])([CH3:18])[CH3:17])([CH3:15])[CH3:14]. Given the reactants Br[C:2]1[CH:3]=[C:4]([C:20]2[CH:25]=[CH:24][C:23]([C:26]([O:28][CH2:29][CH3:30])=[O:27])=[CH:22][CH:21]=2)[CH:5]=[CH:6][C:7]=1[O:8][CH2:9][CH2:10][CH2:11][O:12][Si:13]([C:16]([CH3:19])([CH3:18])[CH3:17])([CH3:15])[CH3:14].[CH2:31]([N:33]([CH2:45][CH3:46])[C:34]1[CH:39]=[CH:38][C:37](B(O)O)=[CH:36][C:35]=1[CH2:43][CH3:44])[CH3:32], predict the reaction product. (8) The product is: [O:30]1[C:31]2[CH:37]=[CH:36][C:35]([CH2:38][C:39]([NH:14][C:13]3[CH:15]=[CH:16][CH:17]=[C:11]([O:10][CH2:9][CH2:8][CH2:7][N:4]4[CH2:3][CH2:2][O:1][CH2:6][CH2:5]4)[CH:12]=3)=[O:40])=[CH:34][C:32]=2[O:33][CH2:29]1. Given the reactants [O:1]1[CH2:6][CH2:5][N:4]([CH2:7][CH2:8][CH2:9][O:10][C:11]2[CH:12]=[C:13]([CH:15]=[CH:16][CH:17]=2)[NH2:14])[CH2:3][CH2:2]1.C1C=CC2N(O)N=NC=2C=1.O.[CH2:29]1[O:33][C:32]2[CH:34]=[C:35]([CH2:38][C:39](O)=[O:40])[CH:36]=[CH:37][C:31]=2[O:30]1.CCN(CC)CC.CCN=C=NCCCN(C)C.Cl, predict the reaction product.